Dataset: Catalyst prediction with 721,799 reactions and 888 catalyst types from USPTO. Task: Predict which catalyst facilitates the given reaction. (1) Reactant: [F:1][C:2]1[CH:3]=[CH:4][C:5]([NH:16][C:17](=[O:26])/[CH:18]=[CH:19]/[C:20]2[CH:21]=[N:22][N:23]([CH3:25])[CH:24]=2)=[C:6]([NH:8]C(=O)OC(C)(C)C)[CH:7]=1.Cl. Product: [NH2:8][C:6]1[CH:7]=[C:2]([F:1])[CH:3]=[CH:4][C:5]=1[NH:16][C:17](=[O:26])/[CH:18]=[CH:19]/[C:20]1[CH:21]=[N:22][N:23]([CH3:25])[CH:24]=1. The catalyst class is: 12. (2) Product: [CH2:5]([O:12][C:13]1[CH:22]=[CH:21][C:20]([C@@H:23]([O:26][Si:27]([C:30]([CH3:31])([CH3:32])[CH3:33])([CH3:28])[CH3:29])[CH2:24][Br:25])=[CH:19][C:14]=1[CH2:15][OH:16])[C:6]1[CH:7]=[CH:8][CH:9]=[CH:10][CH:11]=1. The catalyst class is: 7. Reactant: CSC.B.[CH2:5]([O:12][C:13]1[CH:22]=[CH:21][C:20]([C@@H:23]([O:26][Si:27]([C:30]([CH3:33])([CH3:32])[CH3:31])([CH3:29])[CH3:28])[CH2:24][Br:25])=[CH:19][C:14]=1[C:15](OC)=[O:16])[C:6]1[CH:11]=[CH:10][CH:9]=[CH:8][CH:7]=1. (3) Reactant: [CH3:1][C:2]1[CH:29]=[CH:28][C:5]([C:6]([NH:8][C:9]2[S:13][C:12]([NH:14][C:15]3[CH:24]=[CH:23][C:22]4[C:17](=[CH:18][CH:19]=[CH:20][CH:21]=4)[CH:16]=3)=[N:11][C:10]=2[C:25]([NH2:27])=[O:26])=[O:7])=[CH:4][C:3]=1[N+:30]([O-])=O. Product: [NH2:30][C:3]1[CH:4]=[C:5]([CH:28]=[CH:29][C:2]=1[CH3:1])[C:6]([NH:8][C:9]1[S:13][C:12]([NH:14][C:15]2[CH:24]=[CH:23][C:22]3[C:17](=[CH:18][CH:19]=[CH:20][CH:21]=3)[CH:16]=2)=[N:11][C:10]=1[C:25]([NH2:27])=[O:26])=[O:7]. The catalyst class is: 403.